This data is from Forward reaction prediction with 1.9M reactions from USPTO patents (1976-2016). The task is: Predict the product of the given reaction. (1) Given the reactants I[C:2]1[CH:7]=[CH:6][C:5]([NH:8][C:9]([C:11]2[NH:12][C:13]3[C:18]([CH:19]=2)=[CH:17][CH:16]=[CH:15][C:14]=3[S:20]([C:23]2[CH:28]=[CH:27][CH:26]=[CH:25][CH:24]=2)(=[O:22])=[O:21])=[O:10])=[C:4]([C:29]2[NH:33][N:32]=[N:31][N:30]=2)[CH:3]=1.[C-:34]#[N:35].[K+], predict the reaction product. The product is: [C:34]([C:2]1[CH:7]=[CH:6][C:5]([NH:8][C:9]([C:11]2[NH:12][C:13]3[C:18]([CH:19]=2)=[CH:17][CH:16]=[CH:15][C:14]=3[S:20]([C:23]2[CH:28]=[CH:27][CH:26]=[CH:25][CH:24]=2)(=[O:21])=[O:22])=[O:10])=[C:4]([C:29]2[NH:30][N:31]=[N:32][N:33]=2)[CH:3]=1)#[N:35]. (2) Given the reactants [Br:1][C:2]1[NH:3][C:4]2[CH:5]=[CH:6][CH:7]=[C:8]3[C:14](=[O:15])[NH:13][CH2:12][CH2:11][C:10]=1[C:9]=23.[F:16]C1C=CC(C)=C(C=1)C(O)=O, predict the reaction product. The product is: [Br:1][C:2]1[NH:3][C:4]2[CH:5]=[C:6]([F:16])[CH:7]=[C:8]3[C:14](=[O:15])[NH:13][CH2:12][CH2:11][C:10]=1[C:9]=23.